Predict the reaction yield, written as a fraction of the theoretical maximum amount of product (1.0 means a 100% yield; for example, 0.34 means a 34% yield). From a dataset of Reaction yield outcomes from USPTO patents with 853,638 reactions. (1) The reactants are Cl[C:2]1[CH:3]=[C:4]([NH:10][C:11]2[CH:16]=[CH:15][N:14]=[C:13]([CH3:17])[N:12]=2)[C:5]([O:8][CH3:9])=[N:6][CH:7]=1.[C:18]([O:21][CH2:22][C:23]1[C:24]([N:32]2[CH2:43][CH2:42][N:41]3[C:34](=[CH:35][C:36]4[CH2:37][C:38]([CH3:45])([CH3:44])[CH2:39][C:40]=43)[C:33]2=[O:46])=[N:25][CH:26]=[CH:27][C:28]=1B(O)O)(=[O:20])[CH3:19].C1(P(C2CCCCC2)C2CCCCC2)CCCCC1.C([O-])([O-])=O.[Cs+].[Cs+]. The catalyst is C1C=CC(/C=C/C(/C=C/C2C=CC=CC=2)=O)=CC=1.C1C=CC(/C=C/C(/C=C/C2C=CC=CC=2)=O)=CC=1.C1C=CC(/C=C/C(/C=C/C2C=CC=CC=2)=O)=CC=1.[Pd].[Pd].O.O1CCOCC1. The product is [C:18]([O:21][CH2:22][C:23]1[C:24]([N:32]2[CH2:43][CH2:42][N:41]3[C:34](=[CH:35][C:36]4[CH2:37][C:38]([CH3:45])([CH3:44])[CH2:39][C:40]=43)[C:33]2=[O:46])=[N:25][CH:26]=[CH:27][C:28]=1[C:2]1[CH:7]=[N:6][C:5]([O:8][CH3:9])=[C:4]([NH:10][C:11]2[CH:16]=[CH:15][N:14]=[C:13]([CH3:17])[N:12]=2)[CH:3]=1)(=[O:20])[CH3:19]. The yield is 0.250. (2) The reactants are [N+:1]([C:4]1[CH:5]=[C:6]([CH2:10][CH2:11][C:12]2[C:16]3[C:17](=[O:31])[N:18]([C:25]4[CH:30]=[CH:29][CH:28]=[CH:27][CH:26]=4)[C:19]4[N:20]=[CH:21][CH:22]=[CH:23][C:24]=4[C:15]=3[NH:14][N:13]=2)[CH:7]=[CH:8][CH:9]=1)([O-])=O. The catalyst is CN(C=O)C.CO.[C].[Pd]. The product is [NH2:1][C:4]1[CH:5]=[C:6]([CH2:10][CH2:11][C:12]2[C:16]3[C:17](=[O:31])[N:18]([C:25]4[CH:26]=[CH:27][CH:28]=[CH:29][CH:30]=4)[C:19]4[N:20]=[CH:21][CH:22]=[CH:23][C:24]=4[C:15]=3[NH:14][N:13]=2)[CH:7]=[CH:8][CH:9]=1. The yield is 0.940. (3) The reactants are [N:1]([CH2:4][C:5]([NH:7][C@H:8]([CH2:14][S:15][CH2:16][C:17]1[CH:22]=[CH:21][CH:20]=[C:19]([O:23]C2CCCCO2)[CH:18]=1)[C:9]([O:11][CH2:12][CH3:13])=[O:10])=[O:6])=[N+:2]=[N-:3].Cl. The catalyst is CO. The product is [N:1]([CH2:4][C:5]([NH:7][C@H:8]([CH2:14][S:15][CH2:16][C:17]1[CH:22]=[CH:21][CH:20]=[C:19]([OH:23])[CH:18]=1)[C:9]([O:11][CH2:12][CH3:13])=[O:10])=[O:6])=[N+:2]=[N-:3]. The yield is 0.920. (4) The reactants are C(OC(=O)/[C:7](/[C:18](=[O:26])[C:19]1[CH:24]=[CH:23][CH:22]=[CH:21][C:20]=1[OH:25])=[CH:8]/[C:9]1[S:10][C:11]([C:14]([O:16][CH3:17])=[O:15])=[CH:12][N:13]=1)(C)(C)C.FC(F)(F)C1C=C(NC(N[C@@H]2CCCC[C@H]2N(C)C)=S)C=C(C(F)(F)F)C=1.CC1(C)[C@]2(CS(O)(=O)=O)C(C[C@H]1CC2)=O. The catalyst is C1(C)C=CC=CC=1. The product is [O:26]=[C:18]1[C:19]2[C:20](=[CH:21][CH:22]=[CH:23][CH:24]=2)[O:25][CH:8]([C:9]2[S:10][C:11]([C:14]([O:16][CH3:17])=[O:15])=[CH:12][N:13]=2)[CH2:7]1. The yield is 0.750. (5) The yield is 0.880. The catalyst is CCO.[Pd]. The product is [CH3:13][O:12][C:3]1[CH:2]=[CH:10][N:9]=[C:8]2[C:4]=1[CH:5]=[CH:6][NH:7]2. The reactants are Br[C:2]1[C:3]([O:12][CH3:13])=[C:4]2[C:8]([N:9](Br)[CH:10]=1)=[N:7][CH:6]=[CH:5]2.NN. (6) The reactants are [CH2:1]([O:3][C:4]1[CH:9]=[CH:8][CH:7]=[C:6]([CH:10]=O)[C:5]=1[B:12]([OH:14])[OH:13])[CH3:2].[OH-].[Na+].[N+:17]([CH3:20])([O-:19])=[O:18].Cl. The catalyst is CCCCCCCCCCCCCCCC[N+](C)(C)C.[Br-].O.C1COCC1. The product is [CH2:1]([O:3][C:4]1[C:5]2[B:12]([OH:13])[O:14][CH:10]([CH2:20][N+:17]([O-:19])=[O:18])[C:6]=2[CH:7]=[CH:8][CH:9]=1)[CH3:2]. The yield is 0.940.